Dataset: Catalyst prediction with 721,799 reactions and 888 catalyst types from USPTO. Task: Predict which catalyst facilitates the given reaction. (1) Reactant: [CH3:1][O:2][C:3](=[O:27])[C:4]1[CH:9]=[CH:8][C:7](C(C2C(O)=CC3C(C)(C)CCC(C)(C)C=3C=2)=O)=[CH:6][CH:5]=1.[H-].[Na+].BrCCCC. Product: [CH3:1][O:2][C:3](=[O:27])[C:4]1[CH:9]=[CH:8][CH:7]=[CH:6][CH:5]=1. The catalyst class is: 3. (2) Product: [CH2:31]([C:2]1[C:10]2[C:5](=[CH:6][CH:7]=[CH:8][CH:9]=2)[N:4]([CH2:11][CH2:12][CH2:13][O:14][C:15]2[C:24]3[C:19](=[CH:20][CH:21]=[CH:22][CH:23]=3)[CH:18]=[CH:17][CH:16]=2)[C:3]=1[C:25]([O:27][CH2:28][CH3:29])=[O:26])[C:32]1[CH:37]=[CH:36][CH:35]=[CH:34][CH:33]=1. The catalyst class is: 56. Reactant: Br[C:2]1[C:10]2[C:5](=[CH:6][CH:7]=[CH:8][CH:9]=2)[N:4]([CH2:11][CH2:12][CH2:13][O:14][C:15]2[C:24]3[C:19](=[CH:20][CH:21]=[CH:22][CH:23]=3)[CH:18]=[CH:17][CH:16]=2)[C:3]=1[C:25]([O:27][CH2:28][CH3:29])=[O:26].[Br-].[CH2:31]([Zn+])[C:32]1[CH:37]=[CH:36][CH:35]=[CH:34][CH:33]=1. (3) Reactant: [CH3:1][O:2][C:3]1[C:8]([O:9][CH3:10])=[CH:7][CH:6]=[CH:5][C:4]=1[CH2:11][OH:12].C(N(CC)CC)C.[CH3:20][S:21](Cl)(=[O:23])=[O:22]. Product: [CH3:20][S:21]([O:12][CH2:11][C:4]1[CH:5]=[CH:6][CH:7]=[C:8]([O:9][CH3:10])[C:3]=1[O:2][CH3:1])(=[O:23])=[O:22]. The catalyst class is: 4.